This data is from Catalyst prediction with 721,799 reactions and 888 catalyst types from USPTO. The task is: Predict which catalyst facilitates the given reaction. (1) The catalyst class is: 3. Product: [C:1]([O:5][C:6](=[O:15])[NH:7][CH:8]1[CH2:13][CH2:12][CH2:11][CH:10]([NH:14][C:57](=[O:58])[C:56]2[CH:60]=[CH:61][C:53]([C:49]([CH3:51])([CH3:50])[CH3:52])=[CH:54][CH:55]=2)[CH2:9]1)([CH3:4])([CH3:2])[CH3:3]. Reactant: [C:1]([O:5][C:6](=[O:15])[NH:7][CH:8]1[CH2:13][CH2:12][CH2:11][CH:10]([NH2:14])[CH2:9]1)([CH3:4])([CH3:3])[CH3:2].C(N(C(C)C)CC)(C)C.CN(C(ON1N=NC2C=CC=NC1=2)=[N+](C)C)C.F[P-](F)(F)(F)(F)F.[C:49]([C:53]1[CH:61]=[CH:60][C:56]([C:57](O)=[O:58])=[CH:55][CH:54]=1)([CH3:52])([CH3:51])[CH3:50]. (2) Product: [CH:1]1([C:1]2[CH:6]=[CH:5][CH:4]=[CH:3][CH:2]=2)[CH2:6][CH2:5][CH2:4][CH2:3][CH2:2]1. Reactant: [C:1]1(O)[CH:6]=[CH:5][CH:4]=[CH:3][CH:2]=1.[H][H]. The catalyst class is: 48. (3) Reactant: [C:1]([C:3]1[CH:8]=[CH:7][CH:6]=[CH:5][N:4]=1)#[N:2].[CH2:9]([Mg]Br)[CH3:10].[OH-].[Na+]. Product: [NH2:2][C:1]1([C:3]2[CH:8]=[CH:7][CH:6]=[CH:5][N:4]=2)[CH2:10][CH2:9]1. The catalyst class is: 7. (4) Reactant: [Cl:1][C:2]1[C:3]([O:29][C:30]2[CH:35]=[CH:34][C:33]([C:36]3[CH:41]=[CH:40][C:39]([C:42]([F:45])([F:44])[F:43])=[CH:38][CH:37]=3)=[CH:32][C:31]=2[C:46](=O)/[CH:47]=[CH:48]/N(C)C)=[CH:4][C:5]([F:28])=[C:6]([S:8]([N:11]([CH2:17][C:18]2[CH:23]=[CH:22][C:21]([O:24][CH3:25])=[CH:20][C:19]=2[O:26][CH3:27])[C:12]2[S:13][CH:14]=[N:15][N:16]=2)(=[O:10])=[O:9])[CH:7]=1.[NH:53]([CH:55]1[CH2:58][N:57]([C:59]([O:61][C:62]([CH3:65])([CH3:64])[CH3:63])=[O:60])[CH2:56]1)[NH2:54].C(=O)([O-])O.[Na+]. Product: [Cl:1][C:2]1[CH:7]=[C:6]([S:8]([N:11]([CH2:17][C:18]2[CH:23]=[CH:22][C:21]([O:24][CH3:25])=[CH:20][C:19]=2[O:26][CH3:27])[C:12]2[S:13][CH:14]=[N:15][N:16]=2)(=[O:10])=[O:9])[C:5]([F:28])=[CH:4][C:3]=1[O:29][C:30]1[CH:35]=[CH:34][C:33]([C:36]2[CH:41]=[CH:40][C:39]([C:42]([F:45])([F:43])[F:44])=[CH:38][CH:37]=2)=[CH:32][C:31]=1[C:46]1[N:53]([CH:55]2[CH2:56][N:57]([C:59]([O:61][C:62]([CH3:65])([CH3:64])[CH3:63])=[O:60])[CH2:58]2)[N:54]=[CH:48][CH:47]=1. The catalyst class is: 212. (5) Reactant: C(OC([N:8]1[CH2:11][C:10]2([CH2:14][N:13]([C:15]3([C:27]4[CH:32]=[C:31]([O:33][CH3:34])[CH:30]=[CH:29][C:28]=4[O:35][CH2:36][CH3:37])[C:23]4[C:18](=[CH:19][CH:20]=[C:21]([C:24]#[N:25])[CH:22]=4)[NH:17][C:16]3=[O:26])[CH2:12]2)[CH2:9]1)=O)(C)(C)C.C(O)(C(F)(F)F)=O. Product: [CH2:9]1[C:10]2([CH2:12][N:13]([C:15]3([C:27]4[CH:32]=[C:31]([O:33][CH3:34])[CH:30]=[CH:29][C:28]=4[O:35][CH2:36][CH3:37])[C:23]4[C:18](=[CH:19][CH:20]=[C:21]([C:24]#[N:25])[CH:22]=4)[NH:17][C:16]3=[O:26])[CH2:14]2)[CH2:11][NH:8]1. The catalyst class is: 2. (6) Reactant: CN1CCCC1=O.[C:8]([OH:13])(=O)[CH2:9][CH2:10][CH3:11].C(N1C=CN=C1)(N1C=CN=C1)=O.[NH2:26][C:27](=[N:57]O)[C:28]1[CH:56]=[CH:55][C:31]([O:32][CH2:33][CH2:34][CH2:35][CH:36]2[CH2:41][CH2:40][N:39]([CH2:42][CH2:43][CH2:44][O:45][C:46]3[CH:54]=[CH:53][C:49]([C:50]([NH2:52])=[O:51])=[CH:48][CH:47]=3)[CH2:38][CH2:37]2)=[CH:30][CH:29]=1. Product: [NH2:57][C:27](=[N:26][O:13][CH2:8][CH2:9][CH2:10][CH3:11])[C:28]1[CH:56]=[CH:55][C:31]([O:32][CH2:33][CH2:34][CH2:35][CH:36]2[CH2:41][CH2:40][N:39]([CH2:42][CH2:43][CH2:44][O:45][C:46]3[CH:47]=[CH:48][C:49]([C:50]([NH2:52])=[O:51])=[CH:53][CH:54]=3)[CH2:38][CH2:37]2)=[CH:30][CH:29]=1. The catalyst class is: 69.